This data is from Forward reaction prediction with 1.9M reactions from USPTO patents (1976-2016). The task is: Predict the product of the given reaction. (1) Given the reactants [Br:1][C:2]1[CH:3]=[CH:4][C:5]([S:17]([CH:20]([CH3:22])[CH3:21])(=[O:19])=[O:18])=[C:6]([NH:8][C:9]2[C:14]([Cl:15])=[CH:13][N:12]=[C:11](Cl)[N:10]=2)[CH:7]=1.[CH3:23][N:24]1[CH2:29][CH2:28][N:27]([C:30]2[CH:35]=[CH:34][C:33]([NH2:36])=[CH:32][C:31]=2[CH:37]=[CH2:38])[CH2:26][CH2:25]1.CS(O)(=O)=O, predict the reaction product. The product is: [Br:1][C:2]1[CH:3]=[CH:4][C:5]([S:17]([CH:20]([CH3:22])[CH3:21])(=[O:19])=[O:18])=[C:6]([NH:8][C:9]2[C:14]([Cl:15])=[CH:13][N:12]=[C:11]([NH:36][C:33]3[CH:34]=[CH:35][C:30]([N:27]4[CH2:26][CH2:25][N:24]([CH3:23])[CH2:29][CH2:28]4)=[C:31]([CH:37]=[CH2:38])[CH:32]=3)[N:10]=2)[CH:7]=1. (2) Given the reactants [H-].[Na+].[OH:3][C:4]1[CH:9]=[CH:8][N:7]=[CH:6][CH:5]=1.Br[CH2:11][CH2:12][CH2:13][O:14][CH:15]1[CH2:20][CH2:19][CH2:18][CH2:17][O:16]1, predict the reaction product. The product is: [O:16]1[CH2:17][CH2:18][CH2:19][CH2:20][CH:15]1[O:14][CH2:13][CH2:12][CH2:11][N:7]1[CH:8]=[CH:9][C:4](=[O:3])[CH:5]=[CH:6]1. (3) Given the reactants C([O:3][C:4]([C:6]1[S:7][CH:8]=[C:9]([C:11]2[CH:16]=[CH:15][C:14]([CH:17]([C:29]3[CH:34]=[CH:33][C:32]([Cl:35])=[CH:31][C:30]=3[F:36])[CH2:18]/[C:19](=[N:27]\[OH:28])/[C:20]3[CH:25]=[CH:24][N:23]=[C:22]([CH3:26])[CH:21]=3)=[CH:13][CH:12]=2)[CH:10]=1)=[O:5])C.[Li+].[OH-].C(O)=O, predict the reaction product. The product is: [Cl:35][C:32]1[CH:33]=[CH:34][C:29]([CH:17]([C:14]2[CH:13]=[CH:12][C:11]([C:9]3[CH:10]=[C:6]([C:4]([OH:5])=[O:3])[S:7][CH:8]=3)=[CH:16][CH:15]=2)[CH2:18]/[C:19](=[N:27]\[OH:28])/[C:20]2[CH:25]=[CH:24][N:23]=[C:22]([CH3:26])[CH:21]=2)=[C:30]([F:36])[CH:31]=1. (4) The product is: [CH3:1][C:2]1[CH:7]=[CH:6][N:5]=[CH:4][C:3]=1[N:8]1[CH2:12][CH2:11][N:10]([C:15]2[CH:20]=[CH:19][N:18]=[C:17]([C:21]([F:24])([F:23])[F:22])[CH:16]=2)[C:9]1=[O:13]. Given the reactants [CH3:1][C:2]1[CH:7]=[CH:6][N:5]=[CH:4][C:3]=1[N:8]1[CH2:12][CH2:11][NH:10][C:9]1=[O:13].Br[C:15]1[CH:20]=[CH:19][N:18]=[C:17]([C:21]([F:24])([F:23])[F:22])[CH:16]=1.N[C@@H]1CCCC[C@H]1N.P([O-])([O-])([O-])=O.[K+].[K+].[K+], predict the reaction product. (5) The product is: [CH3:1][O:2][C:3](=[O:58])[NH:4][C@@H:5]1[CH:13]2[C:14](=[O:56])[CH2:15][C@H:16]([C:18]3[NH:19][C:20]([C:23]4[CH:24]=[CH:25][C:26]([C:29]5[CH:34]=[CH:33][C:32]([C:35]6[NH:36][C:37]([C@@H:40]7[CH2:44][CH2:43][CH2:42][N:41]7[C:45](=[O:55])[C@@H:46]([NH:50][C:51]([O:53][CH3:54])=[O:52])[CH:47]([CH3:49])[CH3:48])=[N:38][CH:39]=6)=[CH:31][CH:30]=5)=[CH:27][CH:28]=4)=[CH:21][N:22]=3)[CH2:17][N:11]3[C:12]2=[C:8]([CH:9]=[CH:10]3)[CH:7]([OH:57])[CH2:6]1. Given the reactants [CH3:1][O:2][C:3](=[O:58])[NH:4][C@@H:5]1[CH:13]2[C:14](=[O:56])[CH2:15][C@H:16]([C:18]3[NH:19][C:20]([C:23]4[CH:28]=[CH:27][C:26]([C:29]5[CH:34]=[CH:33][C:32]([C:35]6[NH:36][C:37]([C@@H:40]7[CH2:44][CH2:43][CH2:42][N:41]7[C:45](=[O:55])[C@@H:46]([NH:50][C:51]([O:53][CH3:54])=[O:52])[CH:47]([CH3:49])[CH3:48])=[N:38][CH:39]=6)=[CH:31][CH:30]=5)=[CH:25][CH:24]=4)=[CH:21][N:22]=3)[CH2:17][N:11]3[C:12]2=[C:8]([CH:9]=[CH:10]3)[C:7](=[O:57])[CH2:6]1.[BH4-].[Na+], predict the reaction product. (6) Given the reactants B.C1COCC1.[N+:7]([C:10]1[CH:15]=[CH:14][C:13]([CH2:16][CH2:17][C:18]([N:20]2[CH2:25][CH2:24][N:23]([C:26]([O:28][C:29]([CH3:32])([CH3:31])[CH3:30])=[O:27])[CH2:22][CH2:21]2)=O)=[CH:12][CH:11]=1)([O-:9])=[O:8].C1COCC1, predict the reaction product. The product is: [N+:7]([C:10]1[CH:11]=[CH:12][C:13]([CH2:16][CH2:17][CH2:18][N:20]2[CH2:21][CH2:22][N:23]([C:26]([O:28][C:29]([CH3:32])([CH3:31])[CH3:30])=[O:27])[CH2:24][CH2:25]2)=[CH:14][CH:15]=1)([O-:9])=[O:8]. (7) Given the reactants [C:1]([C:5]1[N:10]=[C:9]([N:11]2[CH2:16][CH2:15][N:14]([CH2:17][CH2:18][CH2:19][O:20]C(=O)C)[CH2:13][CH2:12]2)[CH:8]=[C:7]([CH:24]2[CH2:27][CH2:26][CH2:25]2)[N:6]=1)([CH3:4])([CH3:3])[CH3:2].[OH-].[Li+], predict the reaction product. The product is: [C:1]([C:5]1[N:10]=[C:9]([N:11]2[CH2:12][CH2:13][N:14]([CH2:17][CH2:18][CH2:19][OH:20])[CH2:15][CH2:16]2)[CH:8]=[C:7]([CH:24]2[CH2:27][CH2:26][CH2:25]2)[N:6]=1)([CH3:4])([CH3:2])[CH3:3].